Dataset: Full USPTO retrosynthesis dataset with 1.9M reactions from patents (1976-2016). Task: Predict the reactants needed to synthesize the given product. (1) Given the product [Br:1][C:2]1[CH:3]=[C:4]2[N:10]=[C:9](/[CH:11]=[CH:12]/[C:13]3[N:18]=[C:17]([NH2:19])[CH:16]=[C:15]([CH3:23])[CH:14]=3)[NH:8][C:5]2=[N:6][CH:7]=1, predict the reactants needed to synthesize it. The reactants are: [Br:1][C:2]1[CH:3]=[C:4]2[N:10]=[C:9](/[CH:11]=[CH:12]/[C:13]3[N:18]=[C:17]([NH:19]C(=O)C)[CH:16]=[C:15]([CH3:23])[CH:14]=3)[NH:8][C:5]2=[N:6][CH:7]=1.N. (2) The reactants are: FC(F)(F)C(O)=O.[Cl:8][CH:9]([Cl:48])[C:10]([N:12]([CH2:32][CH2:33][C:34](=[O:47])[CH:35]([NH:39]C(=O)OC(C)(C)C)[CH:36]([CH3:38])[CH3:37])[C:13]1[CH:18]=[CH:17][N:16]=[C:15]([C:19]2[O:23][N:22]=[C:21]([C:24]3[C:29]([Cl:30])=[CH:28][CH:27]=[CH:26][C:25]=3[Cl:31])[CH:20]=2)[CH:14]=1)=[O:11]. Given the product [NH2:39][CH:35]([CH:36]([CH3:38])[CH3:37])[C:34](=[O:47])[CH2:33][CH2:32][N:12]([C:13]1[CH:18]=[CH:17][N:16]=[C:15]([C:19]2[O:23][N:22]=[C:21]([C:24]3[C:25]([Cl:31])=[CH:26][CH:27]=[CH:28][C:29]=3[Cl:30])[CH:20]=2)[CH:14]=1)[C:10](=[O:11])[CH:9]([Cl:48])[Cl:8], predict the reactants needed to synthesize it. (3) Given the product [C:1]([O:5][C:6]([N:8]1[CH2:17][CH2:16][C:15]2[N:14]([CH2:18][C:19]3[CH:24]=[CH:23][C:22]([NH:34][C:33]([O:35][C:36]([CH3:39])([CH3:38])[CH3:37])=[O:40])=[CH:21][CH:20]=3)[N:13]=[C:12]([C:26]3[CH:31]=[CH:30][C:29]([Cl:32])=[CH:28][CH:27]=3)[C:11]=2[CH2:10][CH2:9]1)=[O:7])([CH3:4])([CH3:3])[CH3:2], predict the reactants needed to synthesize it. The reactants are: [C:1]([O:5][C:6]([N:8]1[CH2:17][CH2:16][C:15]2[N:14]([CH2:18][C:19]3[CH:24]=[CH:23][C:22](Br)=[CH:21][CH:20]=3)[N:13]=[C:12]([C:26]3[CH:31]=[CH:30][C:29]([Cl:32])=[CH:28][CH:27]=3)[C:11]=2[CH2:10][CH2:9]1)=[O:7])([CH3:4])([CH3:3])[CH3:2].[C:33](=[O:40])([O:35][C:36]([CH3:39])([CH3:38])[CH3:37])[NH2:34].O.O.O.[O-]C1C=CC=CC=1.[Na+].C(P(C(C)(C)C)C(C)(C)C)(C)(C)C. (4) Given the product [NH2:4][C:5]1[CH:6]=[C:7]([C:8]([NH:10][C:11]2[CH:16]=[CH:15][C:14]([C:17]3[NH:18][C:19](=[O:31])[C:20]4[O:25][C:24]5[CH:26]=[CH:27][C:28]([Br:30])=[CH:29][C:23]=5[C:21]=4[N:22]=3)=[C:13]([Cl:32])[CH:12]=2)=[O:9])[CH:33]=[CH:34][N:35]=1, predict the reactants needed to synthesize it. The reactants are: C([NH:4][C:5]1[CH:6]=[C:7]([CH:33]=[CH:34][N:35]=1)[C:8]([NH:10][C:11]1[CH:16]=[CH:15][C:14]([C:17]2[NH:18][C:19](=[O:31])[C:20]3[O:25][C:24]4[CH:26]=[CH:27][C:28]([Br:30])=[CH:29][C:23]=4[C:21]=3[N:22]=2)=[C:13]([Cl:32])[CH:12]=1)=[O:9])(=O)C.Cl.C(N(C(C)C)CC)(C)C. (5) Given the product [BrH:14].[Cl:1][C:2]1[C:3]([CH3:11])=[C:4]([CH3:10])[C:5]2[N:6]([C:13]([NH2:12])=[N:9][N:8]=2)[N:7]=1, predict the reactants needed to synthesize it. The reactants are: [Cl:1][C:2]1[N:7]=[N:6][C:5]([NH:8][NH2:9])=[C:4]([CH3:10])[C:3]=1[CH3:11].[N:12]#[C:13][Br:14]. (6) Given the product [Br:21][CH2:13][C:5]1[CH:4]=[C:3]([C:1]#[N:2])[CH:12]=[CH:11][C:6]=1[C:7]([O:9][CH3:10])=[O:8], predict the reactants needed to synthesize it. The reactants are: [C:1]([C:3]1[CH:12]=[CH:11][C:6]([C:7]([O:9][CH3:10])=[O:8])=[C:5]([CH3:13])[CH:4]=1)#[N:2].C1C(=O)N([Br:21])C(=O)C1.CCCCCC. (7) Given the product [F:12][C:9]([F:10])([F:11])[C:7]1[CH:6]=[C:5]([C@H:13]([N:15]([CH3:35])[C:16]([N:18]2[CH2:23][CH2:22][C@@:21]([CH:42]([CH2:41][C:40]([O:48][CH3:49])=[O:47])[C:43]([O:45][CH3:46])=[O:44])([N+:24]([O-:26])=[O:25])[CH2:20][C@@H:19]2[C:27]2[CH:32]=[CH:31][C:30]([F:33])=[CH:29][C:28]=2[CH3:34])=[O:17])[CH3:14])[CH:4]=[C:3]([C:2]([F:1])([F:36])[F:37])[CH:8]=1, predict the reactants needed to synthesize it. The reactants are: [F:1][C:2]([F:37])([F:36])[C:3]1[CH:4]=[C:5]([C@H:13]([N:15]([CH3:35])[C:16]([N:18]2[CH2:23][CH2:22][CH:21]([N+:24]([O-:26])=[O:25])[CH2:20][C@@H:19]2[C:27]2[CH:32]=[CH:31][C:30]([F:33])=[CH:29][C:28]=2[CH3:34])=[O:17])[CH3:14])[CH:6]=[C:7]([C:9]([F:12])([F:11])[F:10])[CH:8]=1.[F-].[K+].[C:40]([O:48][CH3:49])(=[O:47])/[CH:41]=[CH:42]\[C:43]([O:45][CH3:46])=[O:44].O. (8) Given the product [F:19][C:20]1[CH:25]=[CH:24][C:23]([C@H:26]([NH:28][C:16]([C:9]2([NH:8][C:6](=[O:7])[O:5][C:1]([CH3:2])([CH3:3])[CH3:4])[CH2:10][CH2:11][C:12](=[O:15])[CH2:13][CH2:14]2)=[O:18])[CH3:27])=[CH:22][CH:21]=1, predict the reactants needed to synthesize it. The reactants are: [C:1]([O:5][C:6]([NH:8][C:9]1([C:16]([OH:18])=O)[CH2:14][CH2:13][C:12](=[O:15])[CH2:11][CH2:10]1)=[O:7])([CH3:4])([CH3:3])[CH3:2].[F:19][C:20]1[CH:25]=[CH:24][C:23]([C@H:26]([NH2:28])[CH3:27])=[CH:22][CH:21]=1.CN(C(ON1N=NC2C=CC=NC1=2)=[N+](C)C)C.F[P-](F)(F)(F)(F)F. (9) Given the product [F:3][C:4]([F:9])([F:8])[C:5]([OH:7])=[O:6].[CH3:10][N:11]1[CH2:25][C:16]2=[C:17]3[C:21](=[C:22]([CH3:24])[CH:23]=[C:15]2[O:14][CH2:13][CH2:12]1)[N:20]([S:32]([C:26]1[CH:31]=[CH:30][CH:29]=[CH:28][CH:27]=1)(=[O:34])=[O:33])[CH:19]=[CH:18]3, predict the reactants needed to synthesize it. The reactants are: [H-].[Na+].[F:3][C:4]([F:9])([F:8])[C:5]([OH:7])=[O:6].[CH3:10][N:11]1[CH2:25][C:16]2=[C:17]3[C:21](=[C:22]([CH3:24])[CH:23]=[C:15]2[O:14][CH2:13][CH2:12]1)[NH:20][CH:19]=[CH:18]3.[C:26]1([S:32](Cl)(=[O:34])=[O:33])[CH:31]=[CH:30][CH:29]=[CH:28][CH:27]=1. (10) Given the product [C:1]([O:5][C:6](=[O:24])[NH:7][C:8]1[CH:13]=[CH:12][CH:11]=[C:10]([O:14][C:15]2[CH:16]=[N:17][C:18]([NH2:21])=[CH:19][CH:20]=2)[CH:9]=1)([CH3:4])([CH3:2])[CH3:3], predict the reactants needed to synthesize it. The reactants are: [C:1]([O:5][C:6](=[O:24])[NH:7][C:8]1[CH:13]=[CH:12][CH:11]=[C:10]([O:14][C:15]2[CH:16]=[N:17][C:18]([N+:21]([O-])=O)=[CH:19][CH:20]=2)[CH:9]=1)([CH3:4])([CH3:3])[CH3:2].O1CCCC1.